Dataset: Full USPTO retrosynthesis dataset with 1.9M reactions from patents (1976-2016). Task: Predict the reactants needed to synthesize the given product. (1) Given the product [CH2:15]([O:27][C:23](=[O:24])[CH2:19][C:20]([NH:8][CH2:7][CH2:6][C:5]([O:4][CH2:2][CH3:3])=[O:9])=[O:21])[CH3:16], predict the reactants needed to synthesize it. The reactants are: Cl.[CH2:2]([O:4][C:5](=[O:9])[CH2:6][CH2:7][NH2:8])[CH3:3].C(N([CH2:15][CH3:16])CC)C.C([CH:19]([C:23](Cl)=[O:24])[C:20](Cl)=[O:21])C.C([O-])([O-])=[O:27].[K+].[K+]. (2) Given the product [Cl:26][C:5]1[C:6]([N:11]2[CH2:16][CH2:15][N:14]([CH2:17][C:18]([NH:20][C:21]3[S:22][CH:23]=[CH:24][N:25]=3)=[O:19])[CH2:13][CH2:12]2)=[C:7]2[N:8]=[C:33]([C:32]3[CH:35]=[CH:36][C:29]([N:28]([CH3:37])[CH3:27])=[CH:30][CH:31]=3)[NH:1][C:2]2=[N:3][CH:4]=1, predict the reactants needed to synthesize it. The reactants are: [NH2:1][C:2]1[C:7]([N+:8]([O-])=O)=[C:6]([N:11]2[CH2:16][CH2:15][N:14]([CH2:17][C:18]([NH:20][C:21]3[S:22][CH:23]=[CH:24][N:25]=3)=[O:19])[CH2:13][CH2:12]2)[C:5]([Cl:26])=[CH:4][N:3]=1.[CH3:27][N:28]([CH3:37])[C:29]1[CH:36]=[CH:35][C:32]([CH:33]=O)=[CH:31][CH:30]=1.[O-]S(S([O-])=O)=O.[Na+].[Na+]. (3) Given the product [OH:1][CH2:2][C:3]1[CH:4]=[C:5]([CH:10]=[CH:11][CH:12]=1)[C:6]([OH:8])=[O:7], predict the reactants needed to synthesize it. The reactants are: [OH:1][CH2:2][C:3]1[CH:4]=[C:5]([CH:10]=[CH:11][CH:12]=1)[C:6]([O:8]C)=[O:7].[OH-].[Na+]. (4) Given the product [NH:18]1[CH:19]=[N:20][C:16]([C:12]2[CH:11]=[C:10]3[C:15](=[CH:14][CH:13]=2)[NH:7][N:8]=[C:9]3[C:40]2[CH:41]=[C:42]([NH:46][C:47](=[O:56])[CH2:48][CH3:49])[CH:43]=[CH:44][CH:45]=2)=[N:17]1, predict the reactants needed to synthesize it. The reactants are: O1CCCCC1[N:7]1[C:15]2[C:10](=[CH:11][C:12]([C:16]3[N:20]=[CH:19][N:18](C(C4C=CC=CC=4)(C4C=CC=CC=4)C4C=CC=CC=4)[N:17]=3)=[CH:13][CH:14]=2)[C:9]([C:40]2[CH:41]=[C:42]([NH:46][C:47](=[O:56])[CH2:48][CH2:49]C3C=CC=CC=3)[CH:43]=[CH:44][CH:45]=2)=[N:8]1. (5) Given the product [Cl:1][C:2]1[CH:6]=[CH:5][S:4][C:3]=1[C:7]([NH:9][NH:10][C:17](=[O:18])[C:16]1[CH:20]=[CH:21][C:13]([C:12]([F:11])([F:22])[F:23])=[CH:14][CH:15]=1)=[O:8], predict the reactants needed to synthesize it. The reactants are: [Cl:1][C:2]1[CH:6]=[CH:5][S:4][C:3]=1[C:7]([NH:9][NH2:10])=[O:8].[F:11][C:12]([F:23])([F:22])[C:13]1[CH:21]=[CH:20][C:16]([C:17](Cl)=[O:18])=[CH:15][CH:14]=1. (6) Given the product [Cl:5][C:6]1[CH:11]=[CH:10][C:9]([C@H:12]2[N:19]3[C:15]([S:16][C:17]([C:23]([O:25][CH2:26][CH3:27])=[O:24])=[C:18]3[CH:20]=[O:3])=[N:14][C@:13]2([C:29]2[CH:34]=[CH:33][C:32]([Cl:35])=[CH:31][CH:30]=2)[CH3:28])=[CH:8][CH:7]=1, predict the reactants needed to synthesize it. The reactants are: CC(C)=[O:3].[Cl:5][C:6]1[CH:11]=[CH:10][C:9]([C@H:12]2[N:19]3[C:15]([S:16][C:17]([C:23]([O:25][CH2:26][CH3:27])=[O:24])=[C:18]3[CH:20](Br)Br)=[N:14][C@:13]2([C:29]2[CH:34]=[CH:33][C:32]([Cl:35])=[CH:31][CH:30]=2)[CH3:28])=[CH:8][CH:7]=1.O. (7) Given the product [O:20]=[C:18]([CH3:19])/[CH:17]=[CH:1]/[C:3]1[CH:10]=[CH:9][C:6]([C:7]#[N:8])=[CH:5][CH:4]=1, predict the reactants needed to synthesize it. The reactants are: [CH:1]([C:3]1[CH:10]=[CH:9][C:6]([C:7]#[N:8])=[CH:5][CH:4]=1)=O.COP([CH2:17][C:18](=[O:20])[CH3:19])(=O)OC.C([O-])([O-])=O.[K+].[K+].